From a dataset of Forward reaction prediction with 1.9M reactions from USPTO patents (1976-2016). Predict the product of the given reaction. (1) Given the reactants [C:1]([C:5]1[N:6]([CH3:24])[C:7](=[O:23])[C:8]2[C:13]([C:14]=1[C:15]1[CH:20]=[CH:19][CH:18]=[CH:17][CH:16]=1)=[CH:12][C:11]([O:21]C)=[CH:10][CH:9]=2)([CH3:4])([CH3:3])[CH3:2], predict the reaction product. The product is: [C:1]([C:5]1[N:6]([CH3:24])[C:7](=[O:23])[C:8]2[C:13]([C:14]=1[C:15]1[CH:16]=[CH:17][CH:18]=[CH:19][CH:20]=1)=[CH:12][C:11]([OH:21])=[CH:10][CH:9]=2)([CH3:4])([CH3:2])[CH3:3]. (2) Given the reactants [CH3:1][O:2][C:3](=[O:15])[C:4]1[CH:9]=[CH:8][C:7]([CH:10]=O)=[C:6]([N+:12]([O-])=O)[CH:5]=1.[CH2:16]([CH:18]([CH2:21][CH3:22])[CH2:19][NH2:20])[CH3:17], predict the reaction product. The product is: [CH3:1][O:2][C:3]([C:4]1[CH:9]=[CH:8][C:7]2[C:6]([CH:5]=1)=[N:12][N:20]([CH2:19][CH:18]([CH2:21][CH3:22])[CH2:16][CH3:17])[CH:10]=2)=[O:15]. (3) Given the reactants Cl[C:2]1[CH:7]=[CH:6][C:5]([O:8][CH3:9])=[CH:4][CH:3]=1.[NH:10]1[CH2:15][CH2:14][O:13][CH2:12][CH2:11]1.CC(C)([O-])C.[Na+], predict the reaction product. The product is: [CH3:9][O:8][C:5]1[CH:6]=[CH:7][C:2]([N:10]2[CH2:15][CH2:14][O:13][CH2:12][CH2:11]2)=[CH:3][CH:4]=1.